Dataset: Full USPTO retrosynthesis dataset with 1.9M reactions from patents (1976-2016). Task: Predict the reactants needed to synthesize the given product. (1) Given the product [F:17][C:18]1[CH:19]=[C:15]([C:5]2([N:1]3[CH2:4][CH2:3][CH2:2]3)[CH2:14][CH2:13][C:8]3([O:12][CH2:11][CH2:10][O:9]3)[CH2:7][CH2:6]2)[CH:21]=[CH:22][CH:23]=1, predict the reactants needed to synthesize it. The reactants are: [N:1]1([C:5]2([C:15]#N)[CH2:14][CH2:13][C:8]3([O:12][CH2:11][CH2:10][O:9]3)[CH2:7][CH2:6]2)[CH2:4][CH2:3][CH2:2]1.[F:17][C:18]1[CH:19]=C([Mg]Br)[CH:21]=[CH:22][CH:23]=1.[Cl-].[NH4+]. (2) Given the product [CH3:37][O:36][C:33]1[CH:32]=[CH:31][C:30]([CH2:29][N:25]2[C:26]3[C:22](=[CH:21][C:20]([N:17]4[CH2:16][CH2:15][N:14]([CH2:13][CH:12]=[O:11])[CH2:19][CH2:18]4)=[CH:28][CH:27]=3)[C:23]3([O:39][CH2:40][CH2:41][O:42]3)[C:24]2=[O:38])=[CH:35][CH:34]=1, predict the reactants needed to synthesize it. The reactants are: C(Cl)(=O)C(Cl)=O.CS(C)=O.[OH:11][CH2:12][CH2:13][N:14]1[CH2:19][CH2:18][N:17]([C:20]2[CH:21]=[C:22]3[C:26](=[CH:27][CH:28]=2)[N:25]([CH2:29][C:30]2[CH:35]=[CH:34][C:33]([O:36][CH3:37])=[CH:32][CH:31]=2)[C:24](=[O:38])[C:23]23[O:42][CH2:41][CH2:40][O:39]2)[CH2:16][CH2:15]1.CCN(CC)CC. (3) Given the product [CH3:29][C@@:19]12[C@H:18]3[CH2:17][CH2:16][C@@:15]4([CH3:30])[C@H:14]([C@@H:27]3[CH2:26][CH:25]=[C:24]1[NH:23][C:22](=[O:28])[CH2:21][CH2:20]2)[CH2:13][CH:12]=[C:11]4[C:5]1[CH:6]=[N:1][CH:2]=[N:3][CH:4]=1, predict the reactants needed to synthesize it. The reactants are: [N:1]1[CH:6]=[C:5](B(O)O)[CH:4]=[N:3][CH:2]=1.I[C:11]1[C@@:15]2([CH3:30])[CH2:16][CH2:17][C@H:18]3[C@H:27]([C@@H:14]2[CH2:13][CH:12]=1)[CH2:26][CH:25]=[C:24]1[C@:19]3([CH3:29])[CH2:20][CH2:21][C:22](=[O:28])[NH:23]1. (4) Given the product [O:21]=[C:15]1[CH:14]([N:7]2[C:6](=[O:22])[C:5]3[C:9](=[CH:10][CH:11]=[CH:12][C:4]=3[CH2:3][NH:2][C:26](=[O:27])[C:25]3[CH:29]=[CH:30][CH:31]=[C:32]([C:33]([F:34])([F:35])[F:36])[C:24]=3[F:23])[C:8]2=[O:13])[CH2:19][CH2:18][C:17](=[O:20])[NH:16]1, predict the reactants needed to synthesize it. The reactants are: Cl.[NH2:2][CH2:3][C:4]1[CH:12]=[CH:11][CH:10]=[C:9]2[C:5]=1[C:6](=[O:22])[N:7]([CH:14]1[CH2:19][CH2:18][C:17](=[O:20])[NH:16][C:15]1=[O:21])[C:8]2=[O:13].[F:23][C:24]1[C:32]([C:33]([F:36])([F:35])[F:34])=[CH:31][CH:30]=[CH:29][C:25]=1[C:26](Cl)=[O:27].C(N(C(C)C)CC)(C)C. (5) Given the product [CH3:13][C:14]1[CH:15]=[CH:16][C:17]([CH2:18][CH:19]2[CH2:24][CH2:23][N:22]([CH2:2][C:3]3[S:7][C:6]([NH:8][C:9](=[O:11])[CH3:10])=[N:5][CH:4]=3)[CH2:21][CH2:20]2)=[CH:25][CH:26]=1, predict the reactants needed to synthesize it. The reactants are: Cl[CH2:2][C:3]1[S:7][C:6]([NH:8][C:9](=[O:11])[CH3:10])=[N:5][CH:4]=1.Cl.[CH3:13][C:14]1[CH:26]=[CH:25][C:17]([CH2:18][CH:19]2[CH2:24][CH2:23][NH:22][CH2:21][CH2:20]2)=[CH:16][CH:15]=1.CCN(C(C)C)C(C)C.